This data is from Catalyst prediction with 721,799 reactions and 888 catalyst types from USPTO. The task is: Predict which catalyst facilitates the given reaction. Reactant: [Br:1][C:2]1[CH:10]=[CH:9][C:5]([C:6](Cl)=[O:7])=[CH:4][CH:3]=1.N1C=CC=CC=1.[CH3:17][N:18]([CH3:24])[CH:19]1[CH2:23][CH2:22][NH:21][CH2:20]1. Product: [Br:1][C:2]1[CH:10]=[CH:9][C:5]([C:6]([N:21]2[CH2:22][CH2:23][CH:19]([N:18]([CH3:24])[CH3:17])[CH2:20]2)=[O:7])=[CH:4][CH:3]=1. The catalyst class is: 158.